Task: Predict the reaction yield, written as a fraction of the theoretical maximum amount of product (1.0 means a 100% yield; for example, 0.34 means a 34% yield).. Dataset: Reaction yield outcomes from USPTO patents with 853,638 reactions (1) The reactants are [CH:1]([NH:3][C:4]1[CH:9]=[CH:8][C:7]([CH2:10][C:11]([O:13][CH3:14])=[O:12])=[CH:6][CH:5]=1)=O.CSC.B.CO. The catalyst is C1COCC1. The product is [CH3:1][NH:3][C:4]1[CH:5]=[CH:6][C:7]([CH2:10][C:11]([O:13][CH3:14])=[O:12])=[CH:8][CH:9]=1. The yield is 0.730. (2) The reactants are Cl.[CH2:2]1[C:6]2([CH2:11][CH2:10][N:9](C(OC(C)(C)C)=O)[CH2:8][CH2:7]2)[CH2:5][CH2:4][O:3]1. The catalyst is CO. The product is [CH2:2]1[C:6]2([CH2:11][CH2:10][NH:9][CH2:8][CH2:7]2)[CH2:5][CH2:4][O:3]1. The yield is 0.880. (3) The reactants are [CH:1]([C:4]1[CH:5]=[C:6]([C:12]([OH:14])=O)[O:7][C:8]=1[CH:9]([CH3:11])[CH3:10])([CH3:3])[CH3:2].[NH2:15][C:16]1[CH:21]=[CH:20][C:19]([CH2:22][CH2:23][C:24]([O:26][CH3:27])=[O:25])=[CH:18][CH:17]=1. No catalyst specified. The product is [CH:1]([C:4]1[CH:5]=[C:6]([C:12]([NH:15][C:16]2[CH:17]=[CH:18][C:19]([CH2:22][CH2:23][C:24]([O:26][CH3:27])=[O:25])=[CH:20][CH:21]=2)=[O:14])[O:7][C:8]=1[CH:9]([CH3:10])[CH3:11])([CH3:2])[CH3:3]. The yield is 0.840. (4) The reactants are [CH3:1][O:2][C:3]1[CH:8]=[CH:7][C:6]([C:9]2[CH:17]=[CH:16][CH:15]=[C:14]3[C:10]=2[CH2:11][C:12](=[O:18])[NH:13]3)=[CH:5][CH:4]=1.[CH3:19][N:20]([CH3:36])[C@H:21]1[CH2:25][CH2:24][N:23]([C:26]([C:28]2[CH:32]=[C:31]([CH3:33])[NH:30][C:29]=2[CH:34]=O)=[O:27])[CH2:22]1. The catalyst is C(O)C.N1CCCCC1. The product is [CH3:19][N:20]([CH3:36])[C@H:21]1[CH2:25][CH2:24][N:23]([C:26]([C:28]2[CH:32]=[C:31]([CH3:33])[NH:30][C:29]=2[CH:34]=[C:11]2[C:10]3[C:14](=[CH:15][CH:16]=[CH:17][C:9]=3[C:6]3[CH:7]=[CH:8][C:3]([O:2][CH3:1])=[CH:4][CH:5]=3)[NH:13][C:12]2=[O:18])=[O:27])[CH2:22]1. The yield is 0.800.